This data is from Full USPTO retrosynthesis dataset with 1.9M reactions from patents (1976-2016). The task is: Predict the reactants needed to synthesize the given product. (1) Given the product [CH2:1]([C@@H:8]([C:9](=[O:15])[NH:10][CH2:11][CH2:12][CH2:13][NH:27][C@@H:28]([C@H:36]([CH:38]1[C@@H:42]([O:43][Si:44]([C:47]([CH3:48])([CH3:49])[CH3:50])([CH3:46])[CH3:45])[C@@H:41]([O:51][Si:52]([C:55]([CH3:58])([CH3:57])[CH3:56])([CH3:53])[CH3:54])[C@H:40]([N:59]2[CH:64]=[CH:63][C:62](=[O:65])[N:61]([CH2:66][C:67]3[CH:72]=[CH:71][C:70]([O:73][CH3:74])=[CH:69][CH:68]=3)[C:60]2=[O:75])[O:39]1)[OH:37])[C:29]([O:31][C:32]([CH3:34])([CH3:33])[CH3:35])=[O:30])[NH:16][C:17](=[O:26])[O:18][CH2:19][C:20]1[CH:25]=[CH:24][CH:23]=[CH:22][CH:21]=1)[C:2]1[CH:7]=[CH:6][CH:5]=[CH:4][CH:3]=1, predict the reactants needed to synthesize it. The reactants are: [CH2:1]([C@H:8]([NH:16][C:17](=[O:26])[O:18][CH2:19][C:20]1[CH:25]=[CH:24][CH:23]=[CH:22][CH:21]=1)[C:9](=[O:15])[NH:10][CH2:11][CH2:12][CH:13]=O)[C:2]1[CH:7]=[CH:6][CH:5]=[CH:4][CH:3]=1.[NH2:27][C@@H:28]([C@H:36]([C@@H:38]1[C@@H:42]([O:43][Si:44]([C:47]([CH3:50])([CH3:49])[CH3:48])([CH3:46])[CH3:45])[C@@H:41]([O:51][Si:52]([C:55]([CH3:58])([CH3:57])[CH3:56])([CH3:54])[CH3:53])[C@H:40]([N:59]2[CH:64]=[CH:63][C:62](=[O:65])[N:61]([CH2:66][C:67]3[CH:72]=[CH:71][C:70]([O:73][CH3:74])=[CH:69][CH:68]=3)[C:60]2=[O:75])[O:39]1)[OH:37])[C:29]([O:31][C:32]([CH3:35])([CH3:34])[CH3:33])=[O:30].C(O[BH-](OC(=O)C)OC(=O)C)(=O)C.[Na+]. (2) Given the product [C:28]([CH2:30][NH:31][C:32]([C@@H:34]1[CH2:39][CH2:38][CH2:37][CH2:36][C@H:35]1[CH2:40][S:19][C:20]1[CH:21]=[CH:22][C:23]([CH2:26][OH:27])=[CH:24][CH:25]=1)=[O:33])#[N:29], predict the reactants needed to synthesize it. The reactants are: [F-].[Cs+].C(=O)([O-])[O-].[Cs+].[Cs+].C([Si]([S:19][C:20]1[CH:25]=[CH:24][C:23]([CH2:26][OH:27])=[CH:22][CH:21]=1)(C(C)C)C(C)C)(C)C.[C:28]([CH2:30][NH:31][C:32]([C@@H:34]1[CH2:39][CH2:38][CH2:37][CH2:36][C@H:35]1[CH2:40]Br)=[O:33])#[N:29]. (3) Given the product [Cl:1][C:2]1[CH:25]=[CH:24][C:5]([O:6][CH2:7][C:8]([N:10]2[C:16]3[CH:17]=[CH:18][CH:19]=[CH:20][C:15]=3[CH2:14][N:13]3[C:21]([C:32]([C:31]4[CH:35]=[CH:36][C:28]([Cl:27])=[CH:29][CH:30]=4)=[O:33])=[CH:22][CH:23]=[C:12]3[CH2:11]2)=[O:9])=[C:4]([CH3:26])[CH:3]=1, predict the reactants needed to synthesize it. The reactants are: [Cl:1][C:2]1[CH:25]=[CH:24][C:5]([O:6][CH2:7][C:8]([N:10]2[C:16]3[CH:17]=[CH:18][CH:19]=[CH:20][C:15]=3[CH2:14][N:13]3[CH:21]=[CH:22][CH:23]=[C:12]3[CH2:11]2)=[O:9])=[C:4]([CH3:26])[CH:3]=1.[Cl:27][C:28]1[CH:36]=[CH:35][C:31]([C:32](Cl)=[O:33])=[CH:30][CH:29]=1.N1C(C)=CC=CC=1C.ClCCl. (4) Given the product [ClH:27].[ClH:27].[OH:1][CH2:2][CH2:3][NH:4][C:5](=[O:6])[C:7]1[C:12]([O:13][CH2:14][C@H:15]2[CH2:19][CH2:18][CH2:17][NH:16]2)=[CH:11][CH:10]=[CH:9][N:8]=1, predict the reactants needed to synthesize it. The reactants are: [OH:1][CH2:2][CH2:3][NH:4][C:5]([C:7]1[C:12]([O:13][CH2:14][C@H:15]2[CH2:19][CH2:18][CH2:17][N:16]2C(OC(C)(C)C)=O)=[CH:11][CH:10]=[CH:9][N:8]=1)=[O:6].[ClH:27].